The task is: Predict the reaction yield, written as a fraction of the theoretical maximum amount of product (1.0 means a 100% yield; for example, 0.34 means a 34% yield).. This data is from Reaction yield outcomes from USPTO patents with 853,638 reactions. (1) The reactants are CN.C1C=CC2N(O)N=[N:9][C:7]=2C=1.CC1(C)[O:18][C@@H:17]([CH2:19][C:20]([OH:22])=O)[C:16](=[O:23])O1.CCN=C=NCCCN(C)C.Cl.[Cl:37][C:38]1[S:45][CH:44]2[CH:40]([NH:41][C:42]([C:46]([NH:48][C@@H:49]3[CH2:57][C:56]4[C:51](=[CH:52][CH:53]=[CH:54][CH:55]=4)[C@H:50]3[NH:58][CH3:59])=[O:47])=[CH:43]2)[C:39]=1[Cl:60].C(N(CC)CC)C. The catalyst is C(Cl)Cl.Cl.O1CCOCC1.CN(C=O)C.O.CO.C(Cl)Cl. The product is [Cl:37][C:38]1[S:45][C:44]2[CH:43]=[C:42]([C:46]([NH:48][C@@H:49]3[CH2:57][C:56]4[C:51](=[CH:52][CH:53]=[CH:54][CH:55]=4)[C@H:50]3[N:58]([CH3:59])[C:16](=[O:23])[C@@H:17]([OH:18])[CH2:19][C:20]([NH:9][CH3:7])=[O:22])=[O:47])[NH:41][C:40]=2[C:39]=1[Cl:60]. The yield is 0.0600. (2) The reactants are [OH:1][C:2]1[CH:7]=[CH:6][C:5]([C:8]([C:10]2[CH:15]=[CH:14][C:13]([S:16]([CH3:19])(=[O:18])=[O:17])=[CH:12][CH:11]=2)=O)=[CH:4][CH:3]=1.[CH3:20][C:21]1([CH3:30])[CH2:26][C:25]([CH3:28])([CH3:27])[CH2:24][C:23](=O)[CH2:22]1.C([O-])([O-])=O.[K+].[K+]. The catalyst is C1COCC1.[Zn].Cl[Ti](Cl)(Cl)Cl. The product is [CH3:19][S:16]([C:13]1[CH:14]=[CH:15][C:10]([C:8](=[C:23]2[CH2:24][C:25]([CH3:28])([CH3:27])[CH2:26][C:21]([CH3:30])([CH3:20])[CH2:22]2)[C:5]2[CH:6]=[CH:7][C:2]([OH:1])=[CH:3][CH:4]=2)=[CH:11][CH:12]=1)(=[O:18])=[O:17]. The yield is 0.760. (3) The reactants are [F:1][C:2]1[CH:3]=[CH:4][C:5]([OH:18])=[C:6]([C:8](=[O:17])[CH2:9][C:10]2[CH:15]=[CH:14][CH:13]=[C:12]([F:16])[CH:11]=2)[CH:7]=1.[C:19](OC(=O)CC)(=O)[CH2:20][CH3:21].Cl. The catalyst is C(N(CC)CC)C. The product is [CH2:20]([C:21]1[O:18][C:5]2[C:6]([C:8](=[O:17])[C:9]=1[C:10]1[CH:15]=[CH:14][CH:13]=[C:12]([F:16])[CH:11]=1)=[CH:7][C:2]([F:1])=[CH:3][CH:4]=2)[CH3:19]. The yield is 0.520. (4) The product is [C:1]([O:6][CH2:7][CH2:8][CH2:9][CH2:10][CH2:11][CH2:12][O:13][C:14]1[CH:19]=[CH:18][C:17]([CH2:20][CH2:21][C:22]2[CH:23]=[CH:24][C:25]([OH:28])=[CH:26][CH:27]=2)=[CH:16][CH:15]=1)(=[O:4])[CH:2]=[CH2:3]. The catalyst is O1CCCC1. The reactants are [C:1](Cl)(=[O:4])[CH:2]=[CH2:3].[OH:6][CH2:7][CH2:8][CH2:9][CH2:10][CH2:11][CH2:12][O:13][C:14]1[CH:19]=[CH:18][C:17]([CH2:20][CH2:21][C:22]2[CH:27]=[CH:26][C:25]([OH:28])=[CH:24][CH:23]=2)=[CH:16][CH:15]=1.CN(C)C1C=CC=CC=1.C(OCC)C. The yield is 0.640. (5) The reactants are [C:1]([O:5][C:6]([N:8]1[CH2:12][CH2:11][CH2:10][C@H:9]1[CH2:13][NH:14][C:15]1[C:16]([O:22][C:23]2[CH:28]=[CH:27][C:26]([O:29][CH3:30])=[CH:25][CH:24]=2)=[N:17][C:18](Cl)=[N:19][CH:20]=1)=[O:7])([CH3:4])([CH3:3])[CH3:2].C([Sn](CCCC)(CCCC)[C:36]#[C:37][C:38]1[CH:43]=[CH:42][CH:41]=[CH:40][CH:39]=1)CCC. The yield is 0.490. The catalyst is O1CCOCC1.CCOC(C)=O. The product is [C:1]([O:5][C:6]([N:8]1[CH2:12][CH2:11][CH2:10][C@H:9]1[CH2:13][N:14]([C:36]#[C:37][C:38]1[CH:43]=[CH:42][CH:41]=[CH:40][CH:39]=1)[C:15]1[C:16]([O:22][C:23]2[CH:28]=[CH:27][C:26]([O:29][CH3:30])=[CH:25][CH:24]=2)=[N:17][CH:18]=[N:19][CH:20]=1)=[O:7])([CH3:4])([CH3:3])[CH3:2]. (6) The reactants are [Br:1][C:2]1[CH:16]=[C:15](/[CH:17]=[CH:18]/[CH:19]([C:24]2[CH:29]=[C:28]([Cl:30])[C:27]([Cl:31])=[C:26]([Cl:32])[CH:25]=2)[C:20]([F:23])([F:22])[F:21])[CH:14]=[CH:13][C:3]=1[C:4]([NH:6][CH:7]1[CH2:12][CH2:11][NH:10][CH2:9][CH2:8]1)=[O:5].[O:33]1[CH2:36][C:35](=O)[CH2:34]1.C(O)(=O)C.[BH3-]C#N.[Na+]. The catalyst is CO.C(OCC)(=O)C. The product is [Br:1][C:2]1[CH:16]=[C:15](/[CH:17]=[CH:18]/[CH:19]([C:24]2[CH:25]=[C:26]([Cl:32])[C:27]([Cl:31])=[C:28]([Cl:30])[CH:29]=2)[C:20]([F:23])([F:21])[F:22])[CH:14]=[CH:13][C:3]=1[C:4]([NH:6][CH:7]1[CH2:12][CH2:11][N:10]([CH:35]2[CH2:36][O:33][CH2:34]2)[CH2:9][CH2:8]1)=[O:5]. The yield is 0.230. (7) The reactants are [Br:1][C:2]1[CH:3]=[C:4]2[C:8](=[C:9]([CH2:11]O)[CH:10]=1)[N:7]([CH2:13][CH:14]([CH3:16])[CH3:15])[N:6]=[CH:5]2.[CH3:17][O:18][C:19]([C:21]1[CH:22]=[C:23]2[C:29]([CH3:30])=[N:28][NH:27][C:24]2=[N:25][CH:26]=1)=[O:20]. No catalyst specified. The product is [CH3:17][O:18][C:19]([C:21]1[CH:22]=[C:23]2[C:29]([CH3:30])=[N:28][N:27]([CH2:11][C:9]3[CH:10]=[C:2]([Br:1])[CH:3]=[C:4]4[C:8]=3[N:7]([CH2:13][CH:14]([CH3:16])[CH3:15])[N:6]=[CH:5]4)[C:24]2=[N:25][CH:26]=1)=[O:20]. The yield is 0.500. (8) The reactants are Cl[C:2]1[N:7]=[C:6]([NH:8][CH:9]2[CH2:13][CH2:12][CH2:11][CH2:10]2)[C:5]([N+:14]([O-:16])=[O:15])=[CH:4][N:3]=1.CN(C)C1C=CC=CC=1.[C:26]([O:30][C:31]([N:33]1[CH2:38][CH2:37][N:36]([C:39]2[CH:44]=[CH:43][C:42]([NH2:45])=[CH:41][CH:40]=2)[CH2:35][CH2:34]1)=[O:32])([CH3:29])([CH3:28])[CH3:27]. The catalyst is C1COCC1.CC(O)C.C(O)(=O)C.O. The product is [C:26]([O:30][C:31]([N:33]1[CH2:38][CH2:37][N:36]([C:39]2[CH:40]=[CH:41][C:42]([NH:45][C:2]3[N:7]=[C:6]([NH:8][CH:9]4[CH2:13][CH2:12][CH2:11][CH2:10]4)[C:5]([N+:14]([O-:16])=[O:15])=[CH:4][N:3]=3)=[CH:43][CH:44]=2)[CH2:35][CH2:34]1)=[O:32])([CH3:29])([CH3:27])[CH3:28]. The yield is 0.940. (9) The reactants are Br[C:2]1[CH:3]=[C:4]([OH:16])[C:5]2[C:6]([CH3:15])([CH3:14])[CH2:7][CH2:8][C:9]([CH3:13])([CH3:12])[C:10]=2[CH:11]=1.C([Li])(C)(C)C.CN(C)[CH:24]=[O:25].Cl. The catalyst is C1COCC1. The product is [OH:16][C:4]1[C:5]2[C:6]([CH3:15])([CH3:14])[CH2:7][CH2:8][C:9]([CH3:13])([CH3:12])[C:10]=2[CH:11]=[C:2]([CH:24]=[O:25])[CH:3]=1. The yield is 0.670.